Predict the reaction yield, written as a fraction of the theoretical maximum amount of product (1.0 means a 100% yield; for example, 0.34 means a 34% yield). From a dataset of Reaction yield outcomes from USPTO patents with 853,638 reactions. (1) The reactants are I.CS[C:4](=[NH:16])[NH:5][C:6]1[CH:11]=[CH:10][CH:9]=[C:8]([C:12]([F:15])([F:14])[F:13])[CH:7]=1.[OH:17][C:18]1[CH:27]=[CH:26][C:21]([C:22]([NH:24][NH2:25])=O)=[CH:20][CH:19]=1. The catalyst is N1C=CC=CC=1. The product is [F:13][C:12]([F:15])([F:14])[C:8]1[CH:7]=[C:6]([NH:5][C:4]2[NH:16][C:22]([C:21]3[CH:26]=[CH:27][C:18]([OH:17])=[CH:19][CH:20]=3)=[N:24][N:25]=2)[CH:11]=[CH:10][CH:9]=1. The yield is 0.476. (2) The reactants are Cl[C:2]1[N:6]([CH2:7][CH2:8][CH2:9][C:10]([O:12][CH2:13][CH3:14])=[O:11])[C:5]2[C:15]([CH:20]([CH2:23][CH3:24])[CH2:21][CH3:22])=[CH:16][CH:17]=[C:18]([Cl:19])[C:4]=2[N:3]=1.[NH2:25][C:26]1[C:27]([CH3:33])=[N:28][N:29]([CH3:32])[C:30]=1[CH3:31].O.C1(C)C=CC(S(O)(=O)=O)=CC=1.C(=O)(O)[O-].[Na+]. The catalyst is CN1CCCC1=O. The product is [Cl:19][C:18]1[C:4]2[N:3]=[C:2]([NH:25][C:26]3[C:27]([CH3:33])=[N:28][N:29]([CH3:32])[C:30]=3[CH3:31])[N:6]([CH2:7][CH2:8][CH2:9][C:10]([O:12][CH2:13][CH3:14])=[O:11])[C:5]=2[C:15]([CH:20]([CH2:23][CH3:24])[CH2:21][CH3:22])=[CH:16][CH:17]=1. The yield is 0.740. (3) The reactants are [NH2:1][C:2]1[CH:9]=[CH:8][C:5]([C:6]#[N:7])=[CH:4][C:3]=1Cl.C(O[C:14]([SH:16])=[S:15])C.[K]. The catalyst is CN(C=O)C. The product is [SH:16][C:14]1[S:15][C:3]2[CH:4]=[C:5]([C:6]#[N:7])[CH:8]=[CH:9][C:2]=2[N:1]=1. The yield is 0.970.